Dataset: Full USPTO retrosynthesis dataset with 1.9M reactions from patents (1976-2016). Task: Predict the reactants needed to synthesize the given product. (1) Given the product [C:1]([O:5][C:6](=[O:11])[C:7](=[N:12][OH:13])[C:8](=[O:10])[CH3:9])([CH3:4])([CH3:2])[CH3:3], predict the reactants needed to synthesize it. The reactants are: [C:1]([O:5][C:6](=[O:11])[CH2:7][C:8](=[O:10])[CH3:9])([CH3:4])([CH3:3])[CH3:2].[N:12]([O-])=[O:13].[Na+]. (2) Given the product [CH3:1][O:2][C:3]1[CH:4]=[CH:5][C:6]([C:9]2([C:15]([N:18]3[CH2:23][CH2:22][O:21][CH2:20][CH2:19]3)=[O:17])[CH2:10][CH2:11][O:12][CH2:13][CH2:14]2)=[CH:7][CH:8]=1, predict the reactants needed to synthesize it. The reactants are: [CH3:1][O:2][C:3]1[CH:8]=[CH:7][C:6]([C:9]2([C:15]([OH:17])=O)[CH2:14][CH2:13][O:12][CH2:11][CH2:10]2)=[CH:5][CH:4]=1.[NH:18]1[CH2:23][CH2:22][O:21][CH2:20][CH2:19]1.F[B-](F)(F)F.N1(OC(N(C)C)=[N+](C)C)C2C=CC=CC=2N=N1.